Dataset: Forward reaction prediction with 1.9M reactions from USPTO patents (1976-2016). Task: Predict the product of the given reaction. (1) Given the reactants [Cl-].[CH3:2][O:3][CH2:4][P+](C1C=CC=CC=1)(C1C=CC=CC=1)C1C=CC=CC=1.C1([Li])C=CC=CC=1.[F:31][C:32]1[CH:39]=[CH:38][C:35]([CH:36]=O)=[CH:34][C:33]=1[O:40][C:41]1[CH:46]=[CH:45][CH:44]=[CH:43][CH:42]=1, predict the reaction product. The product is: [F:31][C:32]1[CH:39]=[CH:38][C:35](/[CH:36]=[CH:2]/[O:3][CH3:4])=[CH:34][C:33]=1[O:40][C:41]1[CH:46]=[CH:45][CH:44]=[CH:43][CH:42]=1. (2) Given the reactants Br[CH2:2][CH:3]1[CH2:7][N:6]([C:8]2[CH:9]=[N:10][N:11]3[CH2:16][C@H:15]([CH3:17])[N:14]([C:18]([O:20][C:21]([CH3:24])([CH3:23])[CH3:22])=[O:19])[CH2:13][C:12]=23)[C:5](=[O:25])[CH2:4]1.CC([O-])(C)C.[K+].O.CCOC(C)=O, predict the reaction product. The product is: [CH3:17][C@H:15]1[CH2:16][N:11]2[N:10]=[CH:9][C:8]([N:6]3[CH2:7][CH:3]4[CH:4]([CH2:2]4)[C:5]3=[O:25])=[C:12]2[CH2:13][N:14]1[C:18]([O:20][C:21]([CH3:22])([CH3:23])[CH3:24])=[O:19]. (3) Given the reactants [C:1]([C:5]1[CH:9]=[CH:8][NH:7][N:6]=1)([CH3:4])([CH3:3])[CH3:2].[CH2:10]=[O:11].C(N(CC)CC)C, predict the reaction product. The product is: [C:1]([C:5]1[CH:9]=[CH:8][N:7]([CH2:10][OH:11])[N:6]=1)([CH3:4])([CH3:3])[CH3:2]. (4) The product is: [OH:4][C:5]1[CH:6]=[CH:7][C:8]([CH2:11][CH2:12][CH:13]([NH:15][C:16](=[O:18])[CH3:17])[CH3:14])=[CH:9][CH:10]=1. Given the reactants C([O:4][C:5]1[CH:10]=[CH:9][C:8]([CH2:11][CH2:12][CH:13]([NH:15][C:16](=[O:18])[CH3:17])[CH3:14])=[CH:7][CH:6]=1)(=O)C.C[O-].[Na+].Cl, predict the reaction product. (5) Given the reactants F[C:2]1[CH:3]=[CH:4][CH:5]=[C:6]2[C:11]=1[N:10]=[CH:9][C:8]([S:12]([C:15]1[CH:20]=[CH:19][CH:18]=[CH:17][CH:16]=1)(=[O:14])=[O:13])=[CH:7]2.Cl.Cl.[CH3:23][NH:24][CH:25]1[CH2:30][CH2:29][NH:28][CH2:27][CH2:26]1.C(N(C(C)C)CC)(C)C, predict the reaction product. The product is: [CH3:23][NH:24][CH:25]1[CH2:30][CH2:29][N:28]([C:2]2[CH:3]=[CH:4][CH:5]=[C:6]3[C:11]=2[N:10]=[CH:9][C:8]([S:12]([C:15]2[CH:20]=[CH:19][CH:18]=[CH:17][CH:16]=2)(=[O:14])=[O:13])=[CH:7]3)[CH2:27][CH2:26]1. (6) Given the reactants C([C@H]1COC(=O)N1[C:14](=[O:31])[C@@H:15]([C:24]1([OH:30])[CH2:29][CH2:28][CH2:27][CH2:26][CH2:25]1)[C:16]1[CH:21]=[CH:20][C:19]([O:22][CH3:23])=[CH:18][CH:17]=1)C1C=CC=CC=1.[O:32]1CCCC1.O.OO.O.[OH-].[Li+], predict the reaction product. The product is: [OH:30][C:24]1([C@@H:15]([C:16]2[CH:17]=[CH:18][C:19]([O:22][CH3:23])=[CH:20][CH:21]=2)[C:14]([OH:31])=[O:32])[CH2:25][CH2:26][CH2:27][CH2:28][CH2:29]1.